This data is from Retrosynthesis with 50K atom-mapped reactions and 10 reaction types from USPTO. The task is: Predict the reactants needed to synthesize the given product. (1) Given the product CCOC(=O)Cc1cccc(Oc2ccc(-c3c(C)noc3C)cc2CN2C(=O)O[C@H](c3ccccc3)[C@@H]2C)c1, predict the reactants needed to synthesize it. The reactants are: CCOC(=O)Cc1cccc(Oc2ccc(B3OC(C)(C)C(C)(C)O3)cc2CN2C(=O)O[C@H](c3ccccc3)[C@@H]2C)c1.Cc1noc(C)c1Br. (2) Given the product COC(=O)Cn1nc(C(F)(F)F)cc1Br, predict the reactants needed to synthesize it. The reactants are: COC(=O)CBr.FC(F)(F)c1cc(Br)[nH]n1. (3) Given the product OCCCCc1ccnc2cc(Cl)ccc12, predict the reactants needed to synthesize it. The reactants are: OC#CCCc1ccnc2cc(Cl)ccc12. (4) The reactants are: COc1cc(-c2ccncc2)ccc1C(=O)O.NC1CCc2ccccc21. Given the product COc1cc(-c2ccncc2)ccc1C(=O)NC1CCc2ccccc21, predict the reactants needed to synthesize it. (5) Given the product O=CCCc1ccc(F)c(C(F)(F)F)c1, predict the reactants needed to synthesize it. The reactants are: OCCCc1ccc(F)c(C(F)(F)F)c1. (6) Given the product CC(C)(C)OC(=O)Nc1cc(Cl)c(O)c(Cl)c1, predict the reactants needed to synthesize it. The reactants are: CC(C)(C)OC(=O)OC(=O)OC(C)(C)C.Nc1cc(Cl)c(O)c(Cl)c1.